From a dataset of Catalyst prediction with 721,799 reactions and 888 catalyst types from USPTO. Predict which catalyst facilitates the given reaction. (1) Reactant: [C:1]1([C:7]2[CH:11]=[CH:10][N:9](C(OC(C)(C)C)=O)[C:8]=2[C:19]([O:21][CH3:22])=[O:20])[CH:6]=[CH:5][CH:4]=[CH:3][CH:2]=1.C(O)(C(F)(F)F)=O. Product: [C:1]1([C:7]2[CH:11]=[CH:10][NH:9][C:8]=2[C:19]([O:21][CH3:22])=[O:20])[CH:2]=[CH:3][CH:4]=[CH:5][CH:6]=1. The catalyst class is: 2. (2) Reactant: [Cl-].[In+3].[Cl-].[Cl-].FC(F)(F)C(O)=O.O[CH:13]([C:19]1[CH:24]=[CH:23][C:22]([C:25]([F:28])([F:27])[F:26])=[CH:21][CH:20]=1)[CH:14]1[CH2:16][CH:15]1[C:17]#[N:18].[CH3:29][S:30]([CH2:33][C:34]1[CH:35]=[CH:36][CH:37]=[C:38]2[C:42]=1[NH:41][CH:40]=[CH:39]2)(=[O:32])=[O:31]. Product: [CH3:29][S:30]([CH2:33][C:34]1[CH:35]=[CH:36][CH:37]=[C:38]2[C:42]=1[NH:41][CH:40]=[C:39]2[CH:13]([C:19]1[CH:24]=[CH:23][C:22]([C:25]([F:28])([F:27])[F:26])=[CH:21][CH:20]=1)[CH:14]1[CH2:16][CH:15]1[C:17]#[N:18])(=[O:32])=[O:31]. The catalyst class is: 417. (3) The catalyst class is: 1. Reactant: [F:1][C:2]1[CH:7]=[CH:6][C:5]([C:8]2([C:20]3[CH:25]=[CH:24][C:23]([F:26])=[CH:22][CH:21]=3)[O:12][C:11](=[O:13])[NH:10][C@H:9]2[C:14]2[CH:19]=[CH:18][CH:17]=[CH:16][CH:15]=2)=[CH:4][CH:3]=1.Br[CH2:28][C:29]([O:31][CH2:32][CH3:33])=[O:30].[H-].[Na+]. Product: [F:26][C:23]1[CH:22]=[CH:21][C:20]([C:8]2([C:5]3[CH:4]=[CH:3][C:2]([F:1])=[CH:7][CH:6]=3)[O:12][C:11](=[O:13])[N:10]([CH2:28][C:29]([O:31][CH2:32][CH3:33])=[O:30])[C@H:9]2[C:14]2[CH:19]=[CH:18][CH:17]=[CH:16][CH:15]=2)=[CH:25][CH:24]=1. (4) The catalyst class is: 165. Reactant: [Li+].[CH3:2]C([N-]C(C)C)C.[Br:9][C:10]1[CH:19]=[C:18]2[C:13]([CH2:14][CH2:15][CH2:16][C:17]2=[O:20])=[CH:12][CH:11]=1.IC.[Cl-].[NH4+]. Product: [Br:9][C:10]1[CH:19]=[C:18]2[C:13]([CH2:14][CH2:15][CH:16]([CH3:2])[C:17]2=[O:20])=[CH:12][CH:11]=1. (5) Reactant: [OH:1][N:2]=[CH:3][C:4]1[C:12]2[C:7](=[CH:8][CH:9]=[C:10]([O:13][CH2:14][C:15]([O:17][CH2:18][CH3:19])=[O:16])[CH:11]=2)[NH:6][CH:5]=1.C(=O)([O-])[O-].[Cs+].[Cs+].[F:26][C:27]([F:37])([F:36])[C:28]1[CH:35]=[CH:34][C:31]([CH2:32]Br)=[CH:30][CH:29]=1. Product: [F:26][C:27]([F:37])([F:36])[C:28]1[CH:35]=[CH:34][C:31]([CH2:32][N:6]2[C:7]3[C:12](=[CH:11][C:10]([O:13][CH2:14][C:15]([O:17][CH2:18][CH3:19])=[O:16])=[CH:9][CH:8]=3)[C:4]([CH:3]=[N:2][O:1][CH2:32][C:31]3[CH:30]=[CH:29][C:28]([C:27]([F:26])([F:36])[F:37])=[CH:35][CH:34]=3)=[CH:5]2)=[CH:30][CH:29]=1. The catalyst class is: 3. (6) Reactant: [Br:1][C:2]1[CH:3]=[C:4]([C:12]#[N:13])[C:5]2[CH:6]=[N:7][N:8]([CH3:11])[C:9]=2[CH:10]=1.C([Sn](CCCC)=O)CCC.C[Si]([N:28]=[N+:29]=[N-:30])(C)C.[OH-].[Na+]. Product: [Br:1][C:2]1[CH:10]=[C:9]2[C:5]([CH:6]=[N:7][N:8]2[CH3:11])=[C:4]([C:12]2[NH:30][N:29]=[N:28][N:13]=2)[CH:3]=1. The catalyst class is: 224.